From a dataset of Forward reaction prediction with 1.9M reactions from USPTO patents (1976-2016). Predict the product of the given reaction. (1) The product is: [C:12]([NH:1][C:2]1[CH:10]=[CH:9][C:5]([C:6]([OH:8])=[O:7])=[CH:4][C:3]=1[Cl:11])(=[O:14])[CH3:13]. Given the reactants [NH2:1][C:2]1[CH:10]=[CH:9][C:5]([C:6]([OH:8])=[O:7])=[CH:4][C:3]=1[Cl:11].[C:12](Cl)(=[O:14])[CH3:13], predict the reaction product. (2) Given the reactants [N:1]1([C:6]2[C:15]3[C:10](=[CH:11][CH:12]=[CH:13][CH:14]=3)[N:9]=[C:8]([CH2:16][NH2:17])[N:7]=2)[CH2:5][CH2:4][CH2:3][CH2:2]1.[Cl:18][C:19]1[CH:27]=[CH:26][C:22]([C:23](Cl)=[O:24])=[CH:21][CH:20]=1.N1C=CC=CC=1, predict the reaction product. The product is: [Cl:18][C:19]1[CH:27]=[CH:26][C:22]([C:23]([NH:17][CH2:16][C:8]2[N:7]=[C:6]([N:1]3[CH2:2][CH2:3][CH2:4][CH2:5]3)[C:15]3[C:10](=[CH:11][CH:12]=[CH:13][CH:14]=3)[N:9]=2)=[O:24])=[CH:21][CH:20]=1. (3) Given the reactants O=[C:2]([C:31]1[CH:36]=[CH:35][CH:34]=[C:33]([C:37]([F:40])([F:39])[F:38])[CH:32]=1)[CH2:3][C@@H:4]1[CH2:8][CH2:7][N:6]([C@H:9]2[CH2:14][CH2:13][C@@H:12]([N:15]([CH:17]([CH3:19])[CH3:18])[CH3:16])[CH2:11][C@H:10]2[CH2:20][S:21]([C:24]2[CH:29]=[CH:28][CH:27]=[CH:26][CH:25]=2)(=[O:23])=[O:22])[C:5]1=[O:30].Cl.[O:42]([NH2:44])[CH3:43].CC([O-])=[O:47].[Na+], predict the reaction product. The product is: [F:38][C:37]([F:40])([F:39])[C:43]([OH:42])=[O:47].[CH:17]([N:15]([CH3:16])[C@@H:12]1[CH2:13][CH2:14][C@H:9]([N:6]2[CH2:7][CH2:8][C@@H:4]([CH2:3][C:2](=[N:44][O:42][CH3:43])[C:31]3[CH:36]=[CH:35][CH:34]=[C:33]([C:37]([F:38])([F:40])[F:39])[CH:32]=3)[C:5]2=[O:30])[C@H:10]([CH2:20][S:21]([C:24]2[CH:29]=[CH:28][CH:27]=[CH:26][CH:25]=2)(=[O:23])=[O:22])[CH2:11]1)([CH3:18])[CH3:19]. (4) Given the reactants Br[C:2]1[N:6]2[N:7]=[C:8]([Cl:11])[CH:9]=[CH:10][C:5]2=[N:4][CH:3]=1.C([Mg]Br)C.[F:16][C:17]1[C:26]([CH:27]=[O:28])=[C:25]([F:29])[CH:24]=[C:23]2[C:18]=1[CH:19]=[CH:20][CH:21]=[N:22]2, predict the reaction product. The product is: [Cl:11][C:8]1[CH:9]=[CH:10][C:5]2[N:6]([C:2]([CH:27]([C:26]3[C:17]([F:16])=[C:18]4[C:23](=[CH:24][C:25]=3[F:29])[N:22]=[CH:21][CH:20]=[CH:19]4)[OH:28])=[CH:3][N:4]=2)[N:7]=1. (5) Given the reactants [H-].[Na+].[CH2:3]([P:14]([O:20][CH:21]([CH3:23])[CH3:22])(=[O:19])[O:15][CH:16]([CH3:18])[CH3:17])[P:4]([O:10][CH:11]([CH3:13])[CH3:12])(=[O:9])[O:5][CH:6]([CH3:8])[CH3:7].C([O:26][C:27](=[O:30])[CH2:28]Br)C.O, predict the reaction product. The product is: [CH:16]([O:15][P:14]([O:20][CH:21]([CH3:23])[CH3:22])([CH:3]([P:4]([O:10][CH:11]([CH3:12])[CH3:13])([O:5][CH:6]([CH3:8])[CH3:7])=[O:9])[CH2:28][C:27]([OH:30])=[O:26])=[O:19])([CH3:18])[CH3:17]. (6) Given the reactants C[O:2][C:3]([C:5]1[CH:10]=[CH:9][C:8]([CH:11]2[CH2:16][CH2:15][N:14]([C:17]([O:19][CH2:20][C:21]3[CH:26]=[CH:25][CH:24]=[CH:23][CH:22]=3)=[O:18])[CH2:13][CH:12]2[O:27][CH2:28][C:29]2[CH:30]=[CH:31][C:32]3[O:37][CH2:36][C:35](=[O:38])[N:34]([CH2:39][CH2:40][CH2:41][O:42][CH3:43])[C:33]=3[CH:44]=2)=[CH:7][CH:6]=1)=[O:4].[OH-].[Na+].Cl, predict the reaction product. The product is: [C:3]([C:5]1[CH:10]=[CH:9][C:8]([CH:11]2[CH2:16][CH2:15][N:14]([C:17]([O:19][CH2:20][C:21]3[CH:22]=[CH:23][CH:24]=[CH:25][CH:26]=3)=[O:18])[CH2:13][CH:12]2[O:27][CH2:28][C:29]2[CH:30]=[CH:31][C:32]3[O:37][CH2:36][C:35](=[O:38])[N:34]([CH2:39][CH2:40][CH2:41][O:42][CH3:43])[C:33]=3[CH:44]=2)=[CH:7][CH:6]=1)([OH:4])=[O:2]. (7) Given the reactants [CH2:1]([N:8]1[CH2:13][CH2:12][C:11](=[O:14])[C:10]([CH3:16])([CH3:15])[CH2:9]1)[C:2]1[CH:7]=[CH:6][CH:5]=[CH:4][CH:3]=1.[BH4-].[Na+], predict the reaction product. The product is: [CH2:1]([N:8]1[CH2:13][CH2:12][CH:11]([OH:14])[C:10]([CH3:16])([CH3:15])[CH2:9]1)[C:2]1[CH:3]=[CH:4][CH:5]=[CH:6][CH:7]=1. (8) The product is: [CH2:41]([O:40][C:33](=[O:39])[C:34](=[O:36])[CH:29]([CH3:30])[C:28]([C:25]1[CH:26]=[CH:27][C:22]([O:21][CH2:20][C:15]2[CH:16]=[CH:17][CH:18]=[CH:19][C:14]=2[N:11]2[C:12](=[O:13])[N:8]([CH3:7])[N:9]=[N:10]2)=[C:23]([CH3:32])[CH:24]=1)=[O:31])[CH3:42]. Given the reactants CC(C)([O-])C.[K+].[CH3:7][N:8]1[C:12](=[O:13])[N:11]([C:14]2[CH:19]=[CH:18][CH:17]=[CH:16][C:15]=2[CH2:20][O:21][C:22]2[CH:27]=[CH:26][C:25]([C:28](=[O:31])[CH2:29][CH3:30])=[CH:24][C:23]=2[CH3:32])[N:10]=[N:9]1.[C:33]([O:40][CH2:41][CH3:42])(=[O:39])[C:34]([O:36]CC)=O.Cl, predict the reaction product. (9) Given the reactants [Cl:1][C:2]1[C:7]([C:8]([O:10][CH3:11])=[O:9])=[CH:6][CH:5]=[C:4]([C:12]2[CH:17]=[CH:16][C:15]([Cl:18])=[CH:14][C:13]=2[Cl:19])[N:3]=1.Cl.[NH2:21][C:22]1[C:27]([C:28](=[O:33])[C:29]([F:32])([F:31])[F:30])=[CH:26][CH:25]=[C:24]([NH:34][CH:35]2[CH2:40][CH2:39][CH2:38][NH:37][CH2:36]2)[N:23]=1.C(N(CC)C(C)C)(C)C, predict the reaction product. The product is: [ClH:1].[NH2:21][C:22]1[N:23]=[C:24]([NH:34][CH:35]2[CH2:40][CH2:39][CH2:38][N:37]([C:2]3[C:7]([C:8]([O:10][CH3:11])=[O:9])=[CH:6][CH:5]=[C:4]([C:12]4[CH:17]=[CH:16][C:15]([Cl:18])=[CH:14][C:13]=4[Cl:19])[N:3]=3)[CH2:36]2)[CH:25]=[CH:26][C:27]=1[C:28](=[O:33])[C:29]([F:32])([F:31])[F:30].